This data is from Full USPTO retrosynthesis dataset with 1.9M reactions from patents (1976-2016). The task is: Predict the reactants needed to synthesize the given product. (1) Given the product [CH3:22][O:21][C:19](=[O:20])[C:18]1[CH:23]=[CH:24][C:15]([CH2:14][N:8]2[CH:7]=[CH:6][C:5]3[C:10](=[CH:11][C:2]([Br:1])=[CH:3][CH:4]=3)[C:9]2=[O:12])=[CH:16][CH:17]=1, predict the reactants needed to synthesize it. The reactants are: [Br:1][C:2]1[CH:11]=[C:10]2[C:5]([CH:6]=[CH:7][N:8]=[C:9]2[OH:12])=[CH:4][CH:3]=1.Br[CH2:14][C:15]1[CH:24]=[CH:23][C:18]([C:19]([O:21][CH3:22])=[O:20])=[CH:17][CH:16]=1.C(=O)([O-])[O-].[Cs+].[Cs+]. (2) Given the product [CH:28]1([CH2:31][C:16]2([C:18]#[N:19])[CH2:15][CH:14]([CH2:13][O:20][CH2:21][C:22]3[CH:23]=[CH:24][C:25]([O:36][CH3:35])=[CH:26][CH:27]=3)[CH2:17]2)[CH2:30][CH2:29]1, predict the reactants needed to synthesize it. The reactants are: C[Si]([N-][Si](C)(C)C)(C)C.[K+].CO[CH:13]([O:20][CH2:21][C:22]1[CH:27]=[CH:26][CH:25]=[CH:24][CH:23]=1)[CH:14]1[CH2:17][CH:16]([C:18]#[N:19])[CH2:15]1.[CH:28]1([CH2:31]Br)[CH2:30][CH2:29]1.C1C[O:36][CH2:35]C1.